Regression. Given two drug SMILES strings and cell line genomic features, predict the synergy score measuring deviation from expected non-interaction effect. From a dataset of NCI-60 drug combinations with 297,098 pairs across 59 cell lines. (1) Synergy scores: CSS=17.8, Synergy_ZIP=-8.60, Synergy_Bliss=-7.44, Synergy_Loewe=-11.5, Synergy_HSA=-11.1. Cell line: MOLT-4. Drug 2: C(CC(=O)O)C(=O)CN.Cl. Drug 1: CNC(=O)C1=NC=CC(=C1)OC2=CC=C(C=C2)NC(=O)NC3=CC(=C(C=C3)Cl)C(F)(F)F. (2) Drug 1: CN1CCC(CC1)COC2=C(C=C3C(=C2)N=CN=C3NC4=C(C=C(C=C4)Br)F)OC. Drug 2: CC1C(C(CC(O1)OC2CC(CC3=C2C(=C4C(=C3O)C(=O)C5=C(C4=O)C(=CC=C5)OC)O)(C(=O)CO)O)N)O.Cl. Cell line: IGROV1. Synergy scores: CSS=66.1, Synergy_ZIP=-1.31, Synergy_Bliss=-3.47, Synergy_Loewe=-2.03, Synergy_HSA=1.13. (3) Drug 1: C(CC(=O)O)C(=O)CN.Cl. Drug 2: CCC1(C2=C(COC1=O)C(=O)N3CC4=CC5=C(C=CC(=C5CN(C)C)O)N=C4C3=C2)O.Cl. Cell line: SK-MEL-5. Synergy scores: CSS=32.0, Synergy_ZIP=-7.51, Synergy_Bliss=-5.02, Synergy_Loewe=-2.98, Synergy_HSA=-0.918. (4) Drug 1: CC1=CC2C(CCC3(C2CCC3(C(=O)C)OC(=O)C)C)C4(C1=CC(=O)CC4)C. Drug 2: C1CN(CCN1C(=O)CCBr)C(=O)CCBr. Cell line: OVCAR-4. Synergy scores: CSS=1.06, Synergy_ZIP=0.651, Synergy_Bliss=2.30, Synergy_Loewe=1.14, Synergy_HSA=1.08. (5) Cell line: SK-MEL-5. Drug 1: C1CCC(C1)C(CC#N)N2C=C(C=N2)C3=C4C=CNC4=NC=N3. Drug 2: C1=NC2=C(N=C(N=C2N1C3C(C(C(O3)CO)O)F)Cl)N. Synergy scores: CSS=12.2, Synergy_ZIP=5.25, Synergy_Bliss=-2.55, Synergy_Loewe=-54.1, Synergy_HSA=-15.4.